Dataset: Reaction yield outcomes from USPTO patents with 853,638 reactions. Task: Predict the reaction yield, written as a fraction of the theoretical maximum amount of product (1.0 means a 100% yield; for example, 0.34 means a 34% yield). (1) The reactants are [C:1]([C:4]1[CH:9]=[CH:8][C:7](B(O)O)=[CH:6][CH:5]=1)(=[O:3])[CH3:2].I[C:14]1[C:22]2[C:17](=[N:18][CH:19]=[N:20][C:21]=2[NH2:23])[N:16]([CH:24]([CH3:26])[CH3:25])[N:15]=1.C([O-])([O-])=O.[Na+].[Na+]. The catalyst is CCO.COCCOC.C1C=CC([P]([Pd]([P](C2C=CC=CC=2)(C2C=CC=CC=2)C2C=CC=CC=2)([P](C2C=CC=CC=2)(C2C=CC=CC=2)C2C=CC=CC=2)[P](C2C=CC=CC=2)(C2C=CC=CC=2)C2C=CC=CC=2)(C2C=CC=CC=2)C2C=CC=CC=2)=CC=1. The product is [NH2:23][C:21]1[N:20]=[CH:19][N:18]=[C:17]2[N:16]([CH:24]([CH3:26])[CH3:25])[N:15]=[C:14]([C:7]3[CH:8]=[CH:9][C:4]([C:1](=[O:3])[CH3:2])=[CH:5][CH:6]=3)[C:22]=12. The yield is 0.620. (2) The reactants are Cl[CH2:2]/[CH:3]=[CH:4]/[C:5]([N:7]1[CH2:28][CH2:27][C:10]2[C:11]3[C:16]([NH:17][C:18]4[CH:23]=[CH:22][C:21]([Cl:24])=[C:20]([Cl:25])[CH:19]=4)=[N:15][CH:14]=[N:13][C:12]=3[S:26][C:9]=2[CH2:8]1)=[O:6].CCN(C(C)C)C(C)C.Cl.[O:39]1[CH2:45][CH2:44][CH2:43][NH:42][CH2:41][CH2:40]1. The catalyst is CN(C=O)C. The product is [Cl:25][C:20]1[CH:19]=[C:18]([NH:17][C:16]2[C:11]3[C:10]4[CH2:27][CH2:28][N:7]([C:5](=[O:6])/[CH:4]=[CH:3]/[CH2:2][N:42]5[CH2:43][CH2:44][CH2:45][O:39][CH2:40][CH2:41]5)[CH2:8][C:9]=4[S:26][C:12]=3[N:13]=[CH:14][N:15]=2)[CH:23]=[CH:22][C:21]=1[Cl:24]. The yield is 0.800. (3) The reactants are Br[C:2]1[CH:3]=[CH:4][C:5]2[CH:6]([CH:16]3[CH2:21][CH2:20][N:19]([C:22](=[O:27])[C:23]([F:26])([F:25])[F:24])[CH2:18][CH2:17]3)[C:7]3[C:12]([O:13][C:14]=2[CH:15]=1)=[CH:11][CH:10]=[CH:9][CH:8]=3.[CH3:28][N:29]1CCCC1. The catalyst is O.[C-]#N.[Zn+2].[C-]#N.C1C=CC([P]([Pd]([P](C2C=CC=CC=2)(C2C=CC=CC=2)C2C=CC=CC=2)([P](C2C=CC=CC=2)(C2C=CC=CC=2)C2C=CC=CC=2)[P](C2C=CC=CC=2)(C2C=CC=CC=2)C2C=CC=CC=2)(C2C=CC=CC=2)C2C=CC=CC=2)=CC=1. The product is [F:24][C:23]([F:25])([F:26])[C:22]([N:19]1[CH2:20][CH2:21][CH:16]([CH:6]2[C:5]3[CH:4]=[CH:3][C:2]([C:28]#[N:29])=[CH:15][C:14]=3[O:13][C:12]3[C:7]2=[CH:8][CH:9]=[CH:10][CH:11]=3)[CH2:17][CH2:18]1)=[O:27]. The yield is 0.875. (4) The reactants are [Cl:1][C:2]1[CH:15]=[CH:14][C:13]2[S:12][C:11]3[C:6](=[CH:7][CH:8]=[CH:9][CH:10]=3)[N:5]([CH2:16][C:17]([OH:19])=O)[C:4]=2[CH:3]=1.Cl.CN(C)CCCN=C=NCC.ON1C2C=CC=CC=2N=N1.[CH3:42][NH:43][CH2:44][C:45]1[CH:50]=[CH:49][CH:48]=[CH:47][CH:46]=1.[OH-].[Na+]. The catalyst is C1COCC1.O.C(Cl)Cl. The product is [CH2:44]([N:43]([CH3:42])[C:17](=[O:19])[CH2:16][N:5]1[C:4]2[CH:3]=[C:2]([Cl:1])[CH:15]=[CH:14][C:13]=2[S:12][C:11]2[C:6]1=[CH:7][CH:8]=[CH:9][CH:10]=2)[C:45]1[CH:50]=[CH:49][CH:48]=[CH:47][CH:46]=1. The yield is 0.400. (5) The reactants are [Cl:1][C:2]1[CH:11]=[C:10]2[C:5]([N:6]=[CH:7][CH:8]=[N:9]2)=[CH:4][C:3]=1[NH:12][C:13]1[S:14][CH2:15][C:16](=[O:18])[N:17]=1.[Sn](Cl)Cl.[CH2:22](O)[CH3:23].[CH3:25][N:26]([CH3:29])C=O. No catalyst specified. The product is [Cl:1][C:2]1[CH:11]=[C:10]2[C:5]([N:6]=[CH:7][CH:8]=[N:9]2)=[CH:4][C:3]=1[NH:12][C:13]1[S:14]/[C:15](=[CH:5]\[C:4]2[CH:3]=[C:2]3[C:29](=[CH:22][CH:23]=2)[N:26]=[CH:25][CH:10]=[CH:11]3)/[C:16](=[O:18])[N:17]=1. The yield is 0.540. (6) The reactants are [O:1]=[C:2]1[CH2:7][CH2:6][CH2:5][CH:4]([C:8]([OH:10])=[O:9])[CH2:3]1.[CH2:11](O)[CH3:12]. The catalyst is C1(C)C=CC=CC=1. The product is [O:1]=[C:2]1[CH2:7][CH2:6][CH2:5][CH:4]([C:8]([O:10][CH2:11][CH3:12])=[O:9])[CH2:3]1. The yield is 0.720. (7) The reactants are [Br:1][C:2]1[C:3]([CH2:12][CH3:13])=[C:4]([N+:9]([O-:11])=[O:10])[C:5](=O)[NH:6][CH:7]=1.CN(C=O)C.O=P(Cl)(Cl)[Cl:21]. No catalyst specified. The product is [Br:1][C:2]1[C:3]([CH2:12][CH3:13])=[C:4]([N+:9]([O-:11])=[O:10])[C:5]([Cl:21])=[N:6][CH:7]=1. The yield is 0.590. (8) The reactants are [C:1]([NH:5][S:6]([C:9]1[CH:14]=[C:13]([C:15]#[N:16])[CH:12]=[CH:11][C:10]=1[F:17])(=[O:8])=[O:7])([CH3:4])([CH3:3])[CH3:2]. The catalyst is Cl.CCO.[Pd]. The product is [NH2:16][CH2:15][C:13]1[CH:12]=[CH:11][C:10]([F:17])=[C:9]([S:6]([NH:5][C:1]([CH3:3])([CH3:2])[CH3:4])(=[O:8])=[O:7])[CH:14]=1. The yield is 0.900. (9) The reactants are [NH2:1][C:2]1[C:11]2[C:6](=[C:7](Br)[CH:8]=[CH:9][CH:10]=2)[N:5]=[N:4][C:3]=1[C:13]([NH:15][CH2:16][CH3:17])=[O:14].[CH3:18][O:19][C:20]1[CH:25]=[CH:24][N:23]=[CH:22][C:21]=1B(O)O. No catalyst specified. The product is [NH2:1][C:2]1[C:11]2[C:6](=[C:7]([C:21]3[CH:22]=[N:23][CH:24]=[CH:25][C:20]=3[O:19][CH3:18])[CH:8]=[CH:9][CH:10]=2)[N:5]=[N:4][C:3]=1[C:13]([NH:15][CH2:16][CH3:17])=[O:14]. The yield is 0.260.